From a dataset of Full USPTO retrosynthesis dataset with 1.9M reactions from patents (1976-2016). Predict the reactants needed to synthesize the given product. (1) Given the product [O:42]1[CH:20]=[CH:19][CH:18]=[C:17]1[C:15]1[O:14][N:13]=[C:12]([CH2:11][N:10]2[CH2:9][C@H:8]([CH2:23][CH:24]([CH3:26])[CH3:25])[NH:7][C:6](=[O:27])[C@@H:5]2[CH2:1][CH:2]([CH3:4])[CH3:3])[CH:16]=1, predict the reactants needed to synthesize it. The reactants are: [CH2:1]([C@@H:5]1[N:10]([CH2:11][C:12]2[CH:16]=[C:15]([C:17]3C=C[CH:20]=[CH:19][CH:18]=3)[O:14][N:13]=2)[CH2:9][C@H:8]([CH2:23][CH:24]([CH3:26])[CH3:25])[NH:7][C:6]1=[O:27])[CH:2]([CH3:4])[CH3:3].C([C@@H]1NC[C@H](CC(C)C)NC1=[O:42])C(C)C.O1C=CC=C1C1ON=C(C=O)C=1. (2) The reactants are: Br[C:2]1[CH:7]=[CH:6][C:5]([CH:8]([CH3:17])[CH2:9][NH:10][S:11]([CH:14]([CH3:16])[CH3:15])(=[O:13])=[O:12])=[CH:4][CH:3]=1.C([Sn](CCCC)(CCCC)[C:23]1[O:24][CH:25]=[CH:26][CH:27]=1)CCC. Given the product [O:24]1[CH:25]=[CH:26][CH:27]=[C:23]1[C:2]1[CH:7]=[CH:6][C:5]([CH:8]([CH3:17])[CH2:9][NH:10][S:11]([CH:14]([CH3:16])[CH3:15])(=[O:13])=[O:12])=[CH:4][CH:3]=1, predict the reactants needed to synthesize it. (3) The reactants are: [CH2:1]([O:3][C:4](=[O:8])[CH2:5][C:6]#[N:7])[CH3:2].[F:9][C:10]1[CH:11]=[C:12]([CH:15]=[CH:16][CH:17]=1)[CH:13]=O. Given the product [CH2:1]([O:3][C:4](=[O:8])[C:5]([C:6]#[N:7])=[CH:13][C:12]1[CH:15]=[CH:16][CH:17]=[C:10]([F:9])[CH:11]=1)[CH3:2], predict the reactants needed to synthesize it. (4) Given the product [CH:10]([N:9]([CH2:12][C@@H:13]([CH2:17][CH:18]([CH3:20])[CH3:19])[C:14]([NH:22][C@@H:23]([C:41]([CH3:44])([CH3:43])[CH3:42])[C:24]([N:26]1[CH2:27][CH2:28][CH:29]([NH:32][C:33](=[O:40])[C:34]2[CH:39]=[CH:38][CH:37]=[CH:36][CH:35]=2)[CH2:30][CH2:31]1)=[O:25])=[O:15])[OH:8])=[O:11], predict the reactants needed to synthesize it. The reactants are: C([O:8][N:9]([CH2:12][C@@H:13]([CH2:17][CH:18]([CH3:20])[CH3:19])[C:14](O)=[O:15])[CH:10]=[O:11])C1C=CC=CC=1.Cl.[NH2:22][C@@H:23]([C:41]([CH3:44])([CH3:43])[CH3:42])[C:24]([N:26]1[CH2:31][CH2:30][CH:29]([NH:32][C:33](=[O:40])[C:34]2[CH:39]=[CH:38][CH:37]=[CH:36][CH:35]=2)[CH2:28][CH2:27]1)=[O:25]. (5) The reactants are: [CH3:1][O:2][C:3]1[CH:25]=[CH:24][C:6]([O:7][C:8]2[CH:14]=[C:13]([O:15][C:16]3[CH:21]=[CH:20][C:19]([O:22][CH3:23])=[CH:18][CH:17]=3)[CH:12]=[CH:11][C:9]=2[NH2:10])=[CH:5][CH:4]=1.[C:26]([N:33]1[CH2:39][CH2:38][CH2:37][C@H:34]1[CH:35]=O)([O:28][C:29]([CH3:32])([CH3:31])[CH3:30])=[O:27].CC(O)=O.[BH-](OC(C)=O)(OC(C)=O)OC(C)=O.[Na+]. Given the product [C:29]([O:28][C:26]([N:33]1[CH2:39][CH2:38][CH2:37][C@H:34]1[CH2:35][NH:10][C:9]1[CH:11]=[CH:12][C:13]([O:15][C:16]2[CH:21]=[CH:20][C:19]([O:22][CH3:23])=[CH:18][CH:17]=2)=[CH:14][C:8]=1[O:7][C:6]1[CH:24]=[CH:25][C:3]([O:2][CH3:1])=[CH:4][CH:5]=1)=[O:27])([CH3:32])([CH3:30])[CH3:31], predict the reactants needed to synthesize it. (6) The reactants are: [CH2:1]([C:4]1([NH2:15])[CH:11]2[CH2:12][C:7]3([OH:14])[CH2:8][CH:9]([CH2:13][CH:5]1[CH2:6]3)[CH2:10]2)[CH:2]=[CH2:3]. Given the product [CH2:1]([C:4]1([NH2:15])[CH:5]2[CH2:6][C:7]3([OH:14])[CH2:8][CH:9]([CH2:10][CH:11]1[CH2:12]3)[CH2:13]2)[CH2:2][CH3:3], predict the reactants needed to synthesize it.